Task: Predict the product of the given reaction.. Dataset: Forward reaction prediction with 1.9M reactions from USPTO patents (1976-2016) (1) Given the reactants [N+:1]([C:4]1[CH:12]=[CH:11][CH:10]=[C:9]2[C:5]=1[CH:6]=[N:7][N:8]2[C:13]([O:15][CH3:16])=[O:14])([O-])=O.[BH4-].[Na+], predict the reaction product. The product is: [NH2:1][C:4]1[CH:12]=[CH:11][CH:10]=[C:9]2[C:5]=1[CH:6]=[N:7][N:8]2[C:13]([O:15][CH3:16])=[O:14]. (2) Given the reactants [CH2:1]([Mg]Br)[CH3:2].[Cl:5][C:6]1[C:14]2[CH:13]=[C:12]([C:15](N(OC)C)=[O:16])[S:11][C:10]=2[CH:9]=[CH:8][CH:7]=1.O.Cl, predict the reaction product. The product is: [Cl:5][C:6]1[C:14]2[CH:13]=[C:12]([C:15](=[O:16])[CH2:1][CH3:2])[S:11][C:10]=2[CH:9]=[CH:8][CH:7]=1. (3) Given the reactants Br[CH2:2][CH2:3][CH2:4][C:5]1[S:6][C:7]2[C:13]([O:14][CH3:15])=[C:12]([O:16][CH3:17])[C:11]([O:18][CH3:19])=[CH:10][C:8]=2[N:9]=1.[NH:20]1[CH2:25][CH2:24][NH:23][CH2:22][CH2:21]1, predict the reaction product. The product is: [CH3:19][O:18][C:11]1[C:12]([O:16][CH3:17])=[C:13]([O:14][CH3:15])[C:7]2[S:6][C:5]([CH2:4][CH2:3][CH2:2][N:20]3[CH2:25][CH2:24][N:23]([CH2:2][CH2:3][CH2:4][C:5]4[S:6][C:7]5[C:13]([O:14][CH3:15])=[C:12]([O:16][CH3:17])[C:11]([O:18][CH3:19])=[CH:10][C:8]=5[N:9]=4)[CH2:22][CH2:21]3)=[N:9][C:8]=2[CH:10]=1. (4) The product is: [Br:13][C:14]1[CH:20]=[C:19]([N+:21]([O-:23])=[O:22])[C:17]([NH:18][C:5](=[O:7])[CH3:6])=[C:16]([CH3:24])[CH:15]=1. Given the reactants C(O[C:5](=[O:7])[CH3:6])(=O)C.S(=O)(=O)(O)O.[Br:13][C:14]1[CH:20]=[C:19]([N+:21]([O-:23])=[O:22])[C:17]([NH2:18])=[C:16]([CH3:24])[CH:15]=1, predict the reaction product. (5) Given the reactants [CH3:1][C:2]1([CH3:11])[O:10][C@@H:9]2[C@@H:4]([CH2:5][O:6][C:7]2=[O:8])[O:3]1.CC(C[AlH]CC(C)C)C, predict the reaction product. The product is: [CH3:1][C:2]1([CH3:11])[O:10][C@@H:9]2[C@@H:4]([CH2:5][O:6][CH:7]2[OH:8])[O:3]1.